Dataset: Forward reaction prediction with 1.9M reactions from USPTO patents (1976-2016). Task: Predict the product of the given reaction. (1) Given the reactants [CH3:1][O:2][C:3]1[C:11]([O:12][CH3:13])=[C:10]([O:14][CH3:15])[CH:9]=[C:8]2[C:4]=1[C:5](=[O:17])C(=O)[NH:7]2.[OH-:18].[Na+].OO.Cl, predict the reaction product. The product is: [NH2:7][C:8]1[C:4]([C:5]([OH:17])=[O:18])=[C:3]([O:2][CH3:1])[C:11]([O:12][CH3:13])=[C:10]([O:14][CH3:15])[CH:9]=1. (2) Given the reactants [ClH:1].[CH2:2]([CH:9]1[C:14](=O)[NH:13][C:12]([C:16]2[CH:21]=[CH:20][CH:19]=[CH:18][N:17]=2)=[N:11][C:10]1=O)[C:3]1[CH:8]=[CH:7][CH:6]=[CH:5][CH:4]=1.P(Cl)(Cl)([Cl:25])=O, predict the reaction product. The product is: [CH2:2]([C:9]1[C:14]([Cl:25])=[N:13][C:12]([C:16]2[CH:21]=[CH:20][CH:19]=[CH:18][N:17]=2)=[N:11][C:10]=1[Cl:1])[C:3]1[CH:8]=[CH:7][CH:6]=[CH:5][CH:4]=1. (3) Given the reactants [NH2:1][C:2]1[C:11]2[C:6](=[CH:7][CH:8]=[CH:9][C:10]=2[O:12][CH2:13][C@@H:14]([NH2:17])[CH2:15][CH3:16])[N:5]=[C:4]([CH3:18])[C:3]=1[C:19]([O:21][CH2:22][CH3:23])=[O:20].[O:24]1[CH2:29][CH2:28][O:27][C:26]2[CH:30]=[C:31]([C:34](O)=[O:35])[CH:32]=[CH:33][C:25]1=2, predict the reaction product. The product is: [NH2:1][C:2]1[C:11]2[C:6](=[CH:7][CH:8]=[CH:9][C:10]=2[O:12][CH2:13][C@@H:14]([NH:17][C:34]([C:31]2[CH:32]=[CH:33][C:25]3[O:24][CH2:29][CH2:28][O:27][C:26]=3[CH:30]=2)=[O:35])[CH2:15][CH3:16])[N:5]=[C:4]([CH3:18])[C:3]=1[C:19]([O:21][CH2:22][CH3:23])=[O:20]. (4) Given the reactants [NH2:1][C:2](=[N:23][OH:24])[C:3]1[CH:8]=[CH:7][N:6]=[C:5]([N:9]2[CH2:14][CH2:13][N:12]([C:15](=[O:22])[CH2:16][CH2:17][C:18]([CH3:21])([CH3:20])[CH3:19])[CH2:11][CH2:10]2)[N:4]=1.[OH-].[Na+].O1CC[CH2:29][CH2:28]1, predict the reaction product. The product is: [CH3:19][C:18]([CH3:20])([CH3:21])[CH2:17][CH2:16][C:15]([N:12]1[CH2:13][CH2:14][N:9]([C:5]2[N:4]=[C:3]([C:2]3[N:1]=[C:28]([CH3:29])[O:24][N:23]=3)[CH:8]=[CH:7][N:6]=2)[CH2:10][CH2:11]1)=[O:22]. (5) Given the reactants [CH2:1]([C:3]12[CH2:24][CH2:23][C:18]3([O:22][CH2:21][CH2:20][O:19]3)[CH2:17][CH:4]1[CH2:5][CH2:6][O:7][C:8]1[C:9]2=[CH:10][C:11]2[CH:12]=[N:13][NH:14][C:15]=2[CH:16]=1)[CH3:2].I[C:26]1[CH:31]=[CH:30][N:29]=[C:28]([CH3:32])[CH:27]=1.[O-]P([O-])([O-])=O.[K+].[K+].[K+].[C@@H]1(N)CCCC[C@H]1N, predict the reaction product. The product is: [CH2:1]([C:3]12[CH2:24][CH2:23][C:18]3([O:22][CH2:21][CH2:20][O:19]3)[CH2:17][CH:4]1[CH2:5][CH2:6][O:7][C:8]1[C:9]2=[CH:10][C:11]2[CH:12]=[N:13][N:14]([C:26]3[CH:31]=[CH:30][N:29]=[C:28]([CH3:32])[CH:27]=3)[C:15]=2[CH:16]=1)[CH3:2]. (6) Given the reactants [F:1][C:2]([F:43])([F:42])[C:3]1[CH:4]=[C:5]([CH:35]=[C:36]([C:38]([F:41])([F:40])[F:39])[CH:37]=1)[CH2:6][N:7]1[C:11]([C:12]2[CH:17]=[CH:16][CH:15]=[CH:14][CH:13]=2)=[C:10]([C:18]2[O:22][N:21]=[C:20]([CH2:23][CH2:24][OH:25])[C:19]=2[C:26]([C:28]2[CH:33]=[CH:32][CH:31]=[CH:30][C:29]=2[Cl:34])=O)[N:9]=[N:8]1.Cl.[NH2:45][OH:46], predict the reaction product. The product is: [F:42][C:2]([F:43])([F:1])[C:3]1[CH:4]=[C:5]([CH:35]=[C:36]([C:38]([F:40])([F:39])[F:41])[CH:37]=1)[CH2:6][N:7]1[C:11]([C:12]2[CH:13]=[CH:14][CH:15]=[CH:16][CH:17]=2)=[C:10]([C:18]2[O:22][N:21]=[C:20]([CH2:23][CH2:24][OH:25])[C:19]=2[C:26]([C:28]2[CH:33]=[CH:32][CH:31]=[CH:30][C:29]=2[Cl:34])=[N:45][OH:46])[N:9]=[N:8]1. (7) Given the reactants C([O:3][C:4](=[O:20])[C@@H:5]([O:18][CH3:19])[CH2:6][C:7]1[CH:12]=[CH:11][C:10]([O:13][CH2:14][C:15]([OH:17])=O)=[CH:9][CH:8]=1)C.[CH3:21][O:22][C:23](=[O:33])[CH:24]([NH2:32])[CH2:25][C:26]1[CH:31]=[CH:30][CH:29]=[CH:28][CH:27]=1.C(O[C@@H](CC1C=CC(O[C@@H](C(=O)NCCC2C=CC(OC3C=CC=CC=3)=CC=2)C)=CC=1)C(O)=O)C, predict the reaction product. The product is: [CH3:19][O:18][C@@H:5]([CH2:6][C:7]1[CH:8]=[CH:9][C:10]([O:13][CH2:14][C:15](=[O:17])[NH:32][CH:24]([C:23]([O:22][CH3:21])=[O:33])[CH2:25][C:26]2[CH:31]=[CH:30][CH:29]=[CH:28][CH:27]=2)=[CH:11][CH:12]=1)[C:4]([OH:3])=[O:20]. (8) Given the reactants [C:1]([C:3]1[CH:4]=[C:5]([CH:16]=[CH:17][CH:18]=1)[C:6]([NH:8][C:9]1[C:10]([NH2:15])=[CH:11][CH:12]=[CH:13][CH:14]=1)=[O:7])#[N:2].[CH2:19]([O:21][C:22]1[CH:30]=[CH:29][C:25]([C:26](Cl)=[O:27])=[CH:24][CH:23]=1)[CH3:20], predict the reaction product. The product is: [C:1]([C:3]1[CH:4]=[C:5]([CH:16]=[CH:17][CH:18]=1)[C:6]([NH:8][C:9]1[C:10]([NH:15][C:26](=[O:27])[C:25]2[CH:24]=[CH:23][C:22]([O:21][CH2:19][CH3:20])=[CH:30][CH:29]=2)=[CH:11][CH:12]=[CH:13][CH:14]=1)=[O:7])#[N:2]. (9) Given the reactants Br[C:2]1[C:3]([N:22]2[CH2:26][CH2:25][C@H:24]([CH2:27][OH:28])[CH2:23]2)=[N:4][CH:5]=[C:6]([CH:21]=1)[C:7]([NH:9][C:10]1[CH:15]=[CH:14][C:13]([S:16][C:17]([F:20])([F:19])[F:18])=[CH:12][CH:11]=1)=[O:8].[N:29]1[CH:34]=[C:33](B(O)O)[CH:32]=[N:31][CH:30]=1, predict the reaction product. The product is: [OH:28][CH2:27][C@H:24]1[CH2:25][CH2:26][N:22]([C:3]2[C:2]([C:33]3[CH:34]=[N:29][CH:30]=[N:31][CH:32]=3)=[CH:21][C:6]([C:7]([NH:9][C:10]3[CH:15]=[CH:14][C:13]([S:16][C:17]([F:20])([F:19])[F:18])=[CH:12][CH:11]=3)=[O:8])=[CH:5][N:4]=2)[CH2:23]1. (10) Given the reactants [NH:1]1[C:10]2[C:5](=[CH:6][CH:7]=[CH:8][CH:9]=2)[C:4](=[O:11])[CH:3]=[CH:2]1.[OH-].[K+].[I:14]I, predict the reaction product. The product is: [I:14][C:3]1[C:4](=[O:11])[C:5]2[C:10](=[CH:9][CH:8]=[CH:7][CH:6]=2)[NH:1][CH:2]=1.